Dataset: Catalyst prediction with 721,799 reactions and 888 catalyst types from USPTO. Task: Predict which catalyst facilitates the given reaction. (1) Reactant: [Br:1][C:2]1[N:7]=[C:6]([NH:8][C:9](=[O:34])[C:10]2[CH:15]=[CH:14][C:13]([C:16]3[CH2:20][C:19]([C:25]4[CH:30]=[C:29]([Cl:31])[CH:28]=[C:27]([Cl:32])[CH:26]=4)([C:21]([F:24])([F:23])[F:22])[O:18][N:17]=3)=[CH:12][C:11]=2[CH3:33])[CH:5]=[CH:4][CH:3]=1.[H-].[Na+].[H][H].[CH3:39]I. The catalyst class is: 9. Product: [Br:1][C:2]1[N:7]=[C:6]([N:8]([CH3:39])[C:9](=[O:34])[C:10]2[CH:15]=[CH:14][C:13]([C:16]3[CH2:20][C:19]([C:25]4[CH:26]=[C:27]([Cl:32])[CH:28]=[C:29]([Cl:31])[CH:30]=4)([C:21]([F:23])([F:24])[F:22])[O:18][N:17]=3)=[CH:12][C:11]=2[CH3:33])[CH:5]=[CH:4][CH:3]=1. (2) Reactant: C([O:3][C:4](=[O:26])[CH2:5][CH:6]1[O:10][B:9]([OH:11])[C:8]2[CH:12]=[C:13]([O:17][C:18]3[CH:23]=[C:22]([C:24]#[N:25])[N:21]=[CH:20][N:19]=3)[CH:14]=[C:15]([CH3:16])[C:7]1=2)C.[Li+].[OH-].Cl. Product: [C:24]([C:22]1[N:21]=[CH:20][N:19]=[C:18]([O:17][C:13]2[CH:14]=[C:15]([CH3:16])[C:7]3[CH:6]([CH2:5][C:4]([OH:26])=[O:3])[O:10][B:9]([OH:11])[C:8]=3[CH:12]=2)[CH:23]=1)#[N:25]. The catalyst class is: 20. (3) Product: [C:34]([N:17]1[CH2:18][CH2:19][C@H:15]([NH:14][C:12]2[C:13]3[C:8](=[CH:7][CH:6]=[CH:5][C:4]=3[O:3][CH3:2])[CH:9]=[C:10]([C:20]3[NH:24][C:23](=[O:25])[NH:22][N:21]=3)[N:11]=2)[CH2:16]1)(=[O:37])[CH:35]=[CH2:36]. Reactant: Cl.[CH3:2][O:3][C:4]1[CH:5]=[CH:6][CH:7]=[C:8]2[C:13]=1[C:12]([NH:14][C@H:15]1[CH2:19][CH2:18][NH:17][CH2:16]1)=[N:11][C:10]([C:20]1[NH:24][C:23](=[O:25])[NH:22][N:21]=1)=[CH:9]2.CC1C=CC=C(C)N=1.[C:34](Cl)(=[O:37])[CH:35]=[CH2:36]. The catalyst class is: 2. (4) Reactant: [OH-].[Na+].[CH3:3][C:4]1[N:5]([C:15]2[CH:20]=[CH:19][CH:18]=[C:17]([C:21]([F:24])([F:23])[F:22])[CH:16]=2)[C:6](=[O:14])[C:7]([C:10]([O:12]C)=[O:11])=[N:8][CH:9]=1.Cl. Product: [CH3:3][C:4]1[N:5]([C:15]2[CH:20]=[CH:19][CH:18]=[C:17]([C:21]([F:24])([F:22])[F:23])[CH:16]=2)[C:6](=[O:14])[C:7]([C:10]([OH:12])=[O:11])=[N:8][CH:9]=1. The catalyst class is: 14. (5) Reactant: [Br:1][C:2]1[CH:3]=[C:4]2[C:8](=[CH:9][CH:10]=1)[NH:7][CH2:6][CH2:5]2.CCN(C(C)C)C(C)C.[CH3:20][N:21]=[C:22]=[O:23]. Product: [Br:1][C:2]1[CH:3]=[C:4]2[C:8](=[CH:9][CH:10]=1)[N:7]([C:22]([NH:21][CH3:20])=[O:23])[CH2:6][CH2:5]2. The catalyst class is: 1. (6) Reactant: [H-].[Na+].[CH3:3][C:4]1([CH3:22])[NH:8][C:7](=[O:9])[N:6]([C:10]2[CH:15]=[CH:14][C:13]([O:16][C:17]([F:20])([F:19])[F:18])=[CH:12][CH:11]=2)[C:5]1=[O:21].[Cl:23][C:24]1[CH:29]=[C:28]([CH2:30]Br)[CH:27]=[CH:26][N:25]=1.C(#N)C. Product: [CH3:3][C:4]1([CH3:22])[N:8]([CH2:30][C:28]2[CH:27]=[CH:26][N:25]=[C:24]([Cl:23])[CH:29]=2)[C:7](=[O:9])[N:6]([C:10]2[CH:15]=[CH:14][C:13]([O:16][C:17]([F:20])([F:19])[F:18])=[CH:12][CH:11]=2)[C:5]1=[O:21]. The catalyst class is: 35. (7) Product: [O:45]1[C:41]2[CH:40]=[CH:39][C:38]([C:2]3[CH:3]=[CH:4][C:5]([C:8]4[N:12]([CH2:13][C@@H:14]5[CH2:18][CH2:17][N:16]([C:19]([CH:21]6[CH2:23][CH2:22]6)=[O:20])[CH2:15]5)[C:11]5[CH:24]=[C:25]([C:28]#[N:29])[CH:26]=[CH:27][C:10]=5[N:9]=4)=[CH:6][CH:7]=3)=[CH:46][C:42]=2[CH:43]=[CH:44]1. The catalyst class is: 38. Reactant: Br[C:2]1[CH:7]=[CH:6][C:5]([C:8]2[N:12]([CH2:13][C@@H:14]3[CH2:18][CH2:17][N:16]([C:19]([CH:21]4[CH2:23][CH2:22]4)=[O:20])[CH2:15]3)[C:11]3[CH:24]=[C:25]([C:28]#[N:29])[CH:26]=[CH:27][C:10]=3[N:9]=2)=[CH:4][CH:3]=1.CC1(C)C(C)(C)OB([C:38]2[CH:39]=[CH:40][C:41]3[O:45][CH:44]=[CH:43][C:42]=3[CH:46]=2)O1.C(=O)([O-])[O-].[K+].[K+]. (8) Reactant: C([N:8]1[CH2:13][CH2:12][CH:11]([C:14]2[NH:18][N:17]=[N:16][N:15]=2)[CH2:10][CH2:9]1)(OC(C)(C)C)=O.C(Cl)(=O)C.Cl. Product: [NH:18]1[C:14]([CH:11]2[CH2:12][CH2:13][NH:8][CH2:9][CH2:10]2)=[N:15][N:16]=[N:17]1. The catalyst class is: 5. (9) Reactant: [CH2:1]([O:23][C:24]1[CH:25]=[C:26]([CH:38]=[C:39]([O:41][CH2:42][CH2:43][CH2:44][CH2:45][CH2:46][CH2:47][CH2:48][CH2:49][CH2:50][CH2:51][CH2:52][CH2:53][CH2:54][CH2:55][CH2:56][CH2:57][CH2:58][CH2:59][CH2:60][CH2:61][CH2:62][CH3:63])[CH:40]=1)[CH2:27][C:28]1[CH:35]=[C:34]([O:36][CH3:37])[CH:33]=[CH:32][C:29]=1[CH:30]=[O:31])[CH2:2][CH2:3][CH2:4][CH2:5][CH2:6][CH2:7][CH2:8][CH2:9][CH2:10][CH2:11][CH2:12][CH2:13][CH2:14][CH2:15][CH2:16][CH2:17][CH2:18][CH2:19][CH2:20][CH2:21][CH3:22].[BH4-].[Na+].Cl. Product: [CH2:42]([O:41][C:39]1[CH:38]=[C:26]([CH:25]=[C:24]([O:23][CH2:1][CH2:2][CH2:3][CH2:4][CH2:5][CH2:6][CH2:7][CH2:8][CH2:9][CH2:10][CH2:11][CH2:12][CH2:13][CH2:14][CH2:15][CH2:16][CH2:17][CH2:18][CH2:19][CH2:20][CH2:21][CH3:22])[CH:40]=1)[CH2:27][C:28]1[CH:35]=[C:34]([O:36][CH3:37])[CH:33]=[CH:32][C:29]=1[CH2:30][OH:31])[CH2:43][CH2:44][CH2:45][CH2:46][CH2:47][CH2:48][CH2:49][CH2:50][CH2:51][CH2:52][CH2:53][CH2:54][CH2:55][CH2:56][CH2:57][CH2:58][CH2:59][CH2:60][CH2:61][CH2:62][CH3:63]. The catalyst class is: 242.